From a dataset of NCI-60 drug combinations with 297,098 pairs across 59 cell lines. Regression. Given two drug SMILES strings and cell line genomic features, predict the synergy score measuring deviation from expected non-interaction effect. Drug 1: CC1=C(C=C(C=C1)C(=O)NC2=CC(=CC(=C2)C(F)(F)F)N3C=C(N=C3)C)NC4=NC=CC(=N4)C5=CN=CC=C5. Drug 2: CC(C)CN1C=NC2=C1C3=CC=CC=C3N=C2N. Cell line: HL-60(TB). Synergy scores: CSS=5.35, Synergy_ZIP=-1.17, Synergy_Bliss=1.77, Synergy_Loewe=0.151, Synergy_HSA=0.152.